Task: Predict the product of the given reaction.. Dataset: Forward reaction prediction with 1.9M reactions from USPTO patents (1976-2016) (1) Given the reactants [OH-].[Na+].[S:3]1[C:7]2[CH:8]=[CH:9][C:10]([CH2:12][CH2:13][OH:14])=[CH:11][C:6]=2[CH:5]=[CH:4]1.C(O)(=O)C(O)=O.Cl[CH2:22][CH2:23][CH2:24][N:25]1[CH2:28][CH:27]([O:29][C:30]([C:43]2[CH:48]=[CH:47][CH:46]=[CH:45][CH:44]=2)([C:37]2[CH:42]=[CH:41][CH:40]=[CH:39][CH:38]=2)[C:31]2[CH:36]=[CH:35][CH:34]=[CH:33][CH:32]=2)[CH2:26]1.O, predict the reaction product. The product is: [S:3]1[C:7]2[CH:8]=[CH:9][C:10]([CH2:12][CH2:13][O:14][CH2:22][CH2:23][CH2:24][N:25]3[CH2:26][CH:27]([O:29][C:30]([C:43]4[CH:48]=[CH:47][CH:46]=[CH:45][CH:44]=4)([C:37]4[CH:38]=[CH:39][CH:40]=[CH:41][CH:42]=4)[C:31]4[CH:36]=[CH:35][CH:34]=[CH:33][CH:32]=4)[CH2:28]3)=[CH:11][C:6]=2[CH:5]=[CH:4]1. (2) Given the reactants [F:1][C:2]1[CH:3]=[C:4]([C:13](=[O:17])[CH2:14][O:15][CH3:16])[CH:5]=[CH:6][C:7]=1[N:8]1[CH:12]=[CH:11][CH:10]=[CH:9]1.[BH4-].[Na+], predict the reaction product. The product is: [F:1][C:2]1[CH:3]=[C:4]([CH:13]([OH:17])[CH2:14][O:15][CH3:16])[CH:5]=[CH:6][C:7]=1[N:8]1[CH:9]=[CH:10][CH:11]=[CH:12]1. (3) Given the reactants Cl[C:2]1[N:3]=[C:4]([C:12]2[CH:17]=[CH:16][CH:15]=[CH:14][CH:13]=2)[C:5]2[CH:11]=[CH:10][CH:9]=[N:8][C:6]=2[N:7]=1.[NH2:18][C:19]1[CH:27]=[CH:26][C:22]([C:23]([OH:25])=O)=[CH:21][CH:20]=1.CCN(C(C)C)C(C)C.[CH3:37][C:38]1[CH:44]=[CH:43][CH:42]=[C:41]([CH3:45])[C:39]=1[NH2:40].CN(C(ON1N=NC2C=CC=NC1=2)=[N+](C)C)C.F[P-](F)(F)(F)(F)F, predict the reaction product. The product is: [CH3:37][C:38]1[CH:44]=[CH:43][CH:42]=[C:41]([CH3:45])[C:39]=1[NH:40][C:23](=[O:25])[C:22]1[CH:21]=[CH:20][C:19]([NH:18][C:2]2[N:3]=[C:4]([C:12]3[CH:17]=[CH:16][CH:15]=[CH:14][CH:13]=3)[C:5]3[CH:11]=[CH:10][CH:9]=[N:8][C:6]=3[N:7]=2)=[CH:27][CH:26]=1.